From a dataset of Reaction yield outcomes from USPTO patents with 853,638 reactions. Predict the reaction yield, written as a fraction of the theoretical maximum amount of product (1.0 means a 100% yield; for example, 0.34 means a 34% yield). (1) The reactants are [N:1]1[CH:6]=[CH:5][CH:4]=[C:3]([N:7]2[CH2:15][CH2:14][C:9]3([NH:13][CH2:12][CH2:11][CH2:10]3)[CH2:8]2)[CH:2]=1.[C:16](=O)(O)[O-].[Na+]. The catalyst is C(O)=O.C=O. The product is [CH3:16][N:13]1[C:9]2([CH2:14][CH2:15][N:7]([C:3]3[CH:2]=[N:1][CH:6]=[CH:5][CH:4]=3)[CH2:8]2)[CH2:10][CH2:11][CH2:12]1. The yield is 0.936. (2) The reactants are [CH2:1]([O:3][C:4](=[O:23])[C@H:5]([C:7]1[C:8]([CH3:22])=[N:9][C:10]2[N:11]([N:14]=[C:15]([C:17]([O:19][CH2:20][CH3:21])=[O:18])[CH:16]=2)[C:12]=1[I:13])[OH:6])[CH3:2].Cl(O)(=O)(=O)=O. The catalyst is C(Cl)Cl.C(OC(C)(C)C)(=O)C. The product is [C:7]([O:6][C@@H:5]([C:7]1[C:8]([CH3:22])=[N:9][C:10]2[N:11]([N:14]=[C:15]([C:17]([O:19][CH2:20][CH3:21])=[O:18])[CH:16]=2)[C:12]=1[I:13])[C:4]([O:3][CH2:1][CH3:2])=[O:23])([CH3:8])([CH3:12])[CH3:5]. The yield is 0.677. (3) The reactants are COC1C=CC=C2C=1N=C(N)N=C2.[CH3:14][O:15][C:16]1[C:17]([N+:24]([O-])=O)=[C:18]([CH:21]=[CH:22][CH:23]=1)[CH:19]=[O:20].[NH4+].[Cl-]. The catalyst is CO.[Fe]. The product is [NH2:24][C:17]1[C:16]([O:15][CH3:14])=[CH:23][CH:22]=[CH:21][C:18]=1[CH:19]=[O:20]. The yield is 0.310. (4) The catalyst is O. The reactants are C(=O)([O-])[O-].[K+].[K+].CN(C=O)C.[Br:12][C:13]1[CH:18]=[CH:17][C:16]([OH:19])=[CH:15][CH:14]=1.CC1C=CC(S(O[CH2:31][CH2:32][Cl:33])(=O)=O)=CC=1. The yield is 0.860. The product is [Br:12][C:13]1[CH:18]=[CH:17][C:16]([O:19][CH2:31][CH2:32][Cl:33])=[CH:15][CH:14]=1.